This data is from Peptide-MHC class I binding affinity with 185,985 pairs from IEDB/IMGT. The task is: Regression. Given a peptide amino acid sequence and an MHC pseudo amino acid sequence, predict their binding affinity value. This is MHC class I binding data. (1) The peptide sequence is ASRGLWDSF. The MHC is HLA-B07:02 with pseudo-sequence HLA-B07:02. The binding affinity (normalized) is 0.0847. (2) The peptide sequence is KLWAQCVQL. The MHC is HLA-A26:01 with pseudo-sequence HLA-A26:01. The binding affinity (normalized) is 0.0847.